Dataset: Forward reaction prediction with 1.9M reactions from USPTO patents (1976-2016). Task: Predict the product of the given reaction. (1) Given the reactants [Cl:1][C:2]1[CH:3]=[C:4]([CH:10]=[C:11]([O:15][CH3:16])[C:12]=1[CH:13]=O)[C:5]([O:7][CH2:8][CH3:9])=[O:6].[CH3:17][N:18]([C@H:26]1[CH2:31][CH2:30][CH2:29][NH:28][CH2:27]1)[C:19](=[O:25])[O:20][C:21]([CH3:24])([CH3:23])[CH3:22], predict the reaction product. The product is: [Cl:1][C:2]1[CH:3]=[C:4]([CH:10]=[C:11]([O:15][CH3:16])[C:12]=1[CH2:13][N:28]1[CH2:29][CH2:30][CH2:31][C@H:26]([N:18]([CH3:17])[C:19]([O:20][C:21]([CH3:23])([CH3:22])[CH3:24])=[O:25])[CH2:27]1)[C:5]([O:7][CH2:8][CH3:9])=[O:6]. (2) The product is: [NH2:1][C:2]1[CH:7]=[CH:6][C:5]([C:8]([F:11])([F:10])[F:9])=[CH:4][C:3]=1[CH:12]([C:14]1[CH:19]=[CH:18][CH:17]=[C:16]([O:20][CH3:21])[C:15]=1[O:22][CH3:23])[OH:13]. Given the reactants [NH2:1][C:2]1[CH:7]=[CH:6][C:5]([C:8]([F:11])([F:10])[F:9])=[CH:4][C:3]=1[C:12]([C:14]1[CH:19]=[CH:18][CH:17]=[C:16]([O:20][CH3:21])[C:15]=1[O:22][CH3:23])=[O:13].[BH4-].[Na+], predict the reaction product.